From a dataset of Peptide-MHC class I binding affinity with 185,985 pairs from IEDB/IMGT. Regression. Given a peptide amino acid sequence and an MHC pseudo amino acid sequence, predict their binding affinity value. This is MHC class I binding data. (1) The peptide sequence is HERPVILSL. The MHC is HLA-B39:01 with pseudo-sequence HLA-B39:01. The binding affinity (normalized) is 0.216. (2) The peptide sequence is KQRKVQALF. The MHC is HLA-A02:01 with pseudo-sequence HLA-A02:01. The binding affinity (normalized) is 0. (3) The peptide sequence is YMRERFEPM. The MHC is HLA-B15:42 with pseudo-sequence HLA-B15:42. The binding affinity (normalized) is 0.213. (4) The peptide sequence is SFGAGTLAK. The MHC is HLA-B40:01 with pseudo-sequence HLA-B40:01. The binding affinity (normalized) is 0.0847. (5) The peptide sequence is QLQKIERWF. The MHC is HLA-A03:01 with pseudo-sequence HLA-A03:01. The binding affinity (normalized) is 0.0847.